From a dataset of Full USPTO retrosynthesis dataset with 1.9M reactions from patents (1976-2016). Predict the reactants needed to synthesize the given product. (1) Given the product [CH2:24]([C:5]1[N:6]([CH2:9][C:10]2[CH:15]=[CH:14][C:13]([C:16]3[C:17]([C:22]#[N:23])=[CH:18][CH:19]=[CH:20][CH:21]=3)=[CH:12][CH:11]=2)[C:7](=[O:8])[C:2]([C:34]2[S:35][CH:36]=[CH:37][CH:38]=2)=[C:3]([CH3:28])[N:4]=1)[CH2:25][CH2:26][CH3:27], predict the reactants needed to synthesize it. The reactants are: Br[C:2]1[C:7](=[O:8])[N:6]([CH2:9][C:10]2[CH:15]=[CH:14][C:13]([C:16]3[C:17]([C:22]#[N:23])=[CH:18][CH:19]=[CH:20][CH:21]=3)=[CH:12][CH:11]=2)[C:5]([CH2:24][CH2:25][CH2:26][CH3:27])=[N:4][C:3]=1[CH3:28].C([Sn](CCCC)(CCCC)[C:34]1[S:35][CH:36]=[CH:37][CH:38]=1)CCC.[Cl-].[Li+].[F-].[K+]. (2) Given the product [C:56]([O:60][C:6]([NH:8][C@H:9]([C:10]([N:12]1[CH2:16][CH2:15][C@H:14]([F:17])[CH2:13]1)=[O:11])[CH:18]([C:22]1[O:26][N:25]=[C:24]([C:27]2[CH:32]=[CH:31][C:30]([S:33]([CH3:36])(=[O:34])=[O:35])=[CH:29][C:28]=2[Cl:37])[N:23]=1)[CH2:19][C:38]([OH:40])=[O:39])=[O:7])([CH3:59])([CH3:58])[CH3:57], predict the reactants needed to synthesize it. The reactants are: C(O[C:6]([NH:8][C@@H:9]([CH:18]([C:22]1[O:26][N:25]=[C:24]([C:27]2[CH:32]=[CH:31][C:30]([S:33]([CH3:36])(=[O:35])=[O:34])=[CH:29][C:28]=2[Cl:37])[N:23]=1)[CH2:19]C=C)[C:10]([N:12]1[CH2:16][CH2:15][C@H:14]([F:17])[CH2:13]1)=[O:11])=[O:7])(C)(C)C.[C:38](=O)([O-:40])[O-:39].[K+].[K+].I([O-])(=O)(=O)=O.[Na+].[Mn]([O-])(=O)(=O)=O.[K+].[C:56]([OH:60])([CH3:59])([CH3:58])[CH3:57].O. (3) Given the product [CH3:21][C:22]1[C:26]([C:2]2[CH:14]=[N:13][C:12]3[C:11]4[CH:10]=[CH:9][C:8]([CH2:15][C:16]([O:18][CH2:19][CH3:20])=[O:17])=[CH:7][C:6]=4[NH:5][C:4]=3[CH:3]=2)=[C:25]([CH3:30])[O:24][N:23]=1, predict the reactants needed to synthesize it. The reactants are: Br[C:2]1[CH:14]=[N:13][C:12]2[C:11]3[CH:10]=[CH:9][C:8]([CH2:15][C:16]([O:18][CH2:19][CH3:20])=[O:17])=[CH:7][C:6]=3[NH:5][C:4]=2[CH:3]=1.[CH3:21][C:22]1[C:26](B(O)O)=[C:25]([CH3:30])[O:24][N:23]=1.P([O-])([O-])([O-])=O.[K+].[K+].[K+].C([O-])(O)=O.[Na+]. (4) Given the product [F:59][C:60]([F:65])([F:64])[C:61]([OH:63])=[O:62].[C:8]([C:10]1[S:11][C:12]([S:33][CH3:34])=[C:13]([S:15]([C:18]2[CH:19]=[C:20]([C:24]3[C:29]([CH3:30])=[CH:28][CH:27]=[CH:26][C:25]=3/[CH:31]=[CH:44]\[P:45](=[O:46])([OH:47])[OH:50])[CH:21]=[CH:22][CH:23]=2)(=[O:16])=[O:17])[CH:14]=1)(=[NH:7])[NH2:9], predict the reactants needed to synthesize it. The reactants are: C(OC(=O)[NH:7][C:8]([C:10]1[S:11][C:12]([S:33][CH3:34])=[C:13]([S:15]([C:18]2[CH:19]=[C:20]([C:24]3[C:29]([CH3:30])=[CH:28][CH:27]=[CH:26][C:25]=3[CH2:31]O)[CH:21]=[CH:22][CH:23]=2)(=[O:17])=[O:16])[CH:14]=1)=[NH:9])(C)(C)C.C(OP([CH2:44][P:45]([O:50]CC)([O:47]CC)=[O:46])(=O)OCC)C.[H-].[Na+].C(Cl)(Cl)Cl.[F:59][C:60]([F:65])([F:64])[C:61]([OH:63])=[O:62]. (5) Given the product [C:15]([CH2:14][NH:13][C:11](=[O:12])[C@@H:10]([O:9][C@@H:8]([C:5]1[CH:6]=[CH:7][C:2]([C:35]2[CH:34]=[CH:33][C:32]([N:26]3[CH2:27][CH2:28][NH:29][CH2:30][CH2:31]3)=[CH:37][CH:36]=2)=[CH:3][CH:4]=1)[C:21]1[S:22][CH:23]=[CH:24][CH:25]=1)[CH2:17][CH:18]([CH3:20])[CH3:19])#[N:16], predict the reactants needed to synthesize it. The reactants are: Br[C:2]1[CH:7]=[CH:6][C:5]([C@@H:8]([C:21]2[S:22][CH:23]=[CH:24][CH:25]=2)[O:9][C@@H:10]([CH2:17][CH:18]([CH3:20])[CH3:19])[C:11]([NH:13][CH2:14][C:15]#[N:16])=[O:12])=[CH:4][CH:3]=1.[N:26]1([C:32]2[CH:37]=[CH:36][C:35](B(O)O)=[CH:34][CH:33]=2)[CH2:31][CH2:30][NH:29][CH2:28][CH2:27]1.C([O-])([O-])=O.[Na+].[Na+]. (6) Given the product [N:1]1([C:8]2[CH:9]=[CH:10][C:11]([NH:14][C:15]3[C:16]4[CH2:24][CH2:23][N:22]([C:26]5[N:31]=[CH:30][CH:29]=[CH:28][N:27]=5)[CH2:21][C:17]=4[N:18]=[CH:19][N:20]=3)=[CH:12][CH:13]=2)[CH2:2][CH2:3][CH2:4][CH2:5][CH2:6][CH2:7]1, predict the reactants needed to synthesize it. The reactants are: [N:1]1([C:8]2[CH:13]=[CH:12][C:11]([NH:14][C:15]3[C:16]4[CH2:24][CH2:23][NH:22][CH2:21][C:17]=4[N:18]=[CH:19][N:20]=3)=[CH:10][CH:9]=2)[CH2:7][CH2:6][CH2:5][CH2:4][CH2:3][CH2:2]1.Cl[C:26]1[N:31]=[CH:30][CH:29]=[CH:28][N:27]=1.C([O-])([O-])=O.[K+].[K+]. (7) Given the product [F:22][C:19]1[CH:18]=[CH:17][C:16]([C:10]2[C:9]3[C:13](=[CH:14][CH:15]=[C:7]([C:5]4[NH:6][C:30]([C:31]5[CH:36]=[CH:35][CH:34]=[CH:33][CH:32]=5)=[N:38][N:39]=4)[CH:8]=3)[NH:12][N:11]=2)=[CH:21][CH:20]=1, predict the reactants needed to synthesize it. The reactants are: Cl.C(O[C:5]([C:7]1[CH:8]=[C:9]2[C:13](=[CH:14][CH:15]=1)[NH:12][N:11]=[C:10]2[C:16]1[CH:21]=[CH:20][C:19]([F:22])=[CH:18][CH:17]=1)=[NH:6])C.C(N(CC)CC)C.[C:30]([NH:38][NH2:39])(=O)[C:31]1[CH:36]=[CH:35][CH:34]=[CH:33][CH:32]=1. (8) Given the product [CH2:29]([N:5]([CH2:1][CH2:2][CH2:3][CH3:4])[C:6]1[CH:11]=[CH:10][C:9]([CH:12]=[CH:13][C:14]2[CH2:19][C:18]([CH3:21])([CH3:20])[CH2:17][C:16](=[CH:22][CH:23]=[CH:40][C:39]3[C:38]([CH3:41])([CH3:42])[O:37][C:36](=[C:43]([C:44]#[N:45])[C:46]#[N:47])[C:35]=3[C:33]#[N:34])[C:15]=2[O:25][CH3:26])=[C:8]([O:27][CH3:28])[CH:7]=1)[CH2:30][CH2:31][CH3:32], predict the reactants needed to synthesize it. The reactants are: [CH2:1]([N:5]([CH2:29][CH2:30][CH2:31][CH3:32])[C:6]1[CH:11]=[CH:10][C:9]([CH:12]=[CH:13][C:14]2[CH2:19][C:18]([CH3:21])([CH3:20])[CH2:17][C:16](=[CH:22][CH:23]=O)[C:15]=2[O:25][CH3:26])=[C:8]([O:27][CH3:28])[CH:7]=1)[CH2:2][CH2:3][CH3:4].[C:33]([C:35]1[C:36](=[C:43]([C:46]#[N:47])[C:44]#[N:45])[O:37][C:38]([CH3:42])([CH3:41])[C:39]=1[CH3:40])#[N:34].C([O-])(=O)C.[NH4+].